Task: Regression. Given a peptide amino acid sequence and an MHC pseudo amino acid sequence, predict their binding affinity value. This is MHC class II binding data.. Dataset: Peptide-MHC class II binding affinity with 134,281 pairs from IEDB (1) The peptide sequence is QLSALWARFPLPVIP. The MHC is DRB1_1001 with pseudo-sequence DRB1_1001. The binding affinity (normalized) is 0.584. (2) The peptide sequence is GFNPSFIATVSHEKGS. The MHC is H-2-IAb with pseudo-sequence H-2-IAb. The binding affinity (normalized) is 0.213. (3) The peptide sequence is VLLAAAILVVAISAL. The MHC is H-2-IAd with pseudo-sequence H-2-IAd. The binding affinity (normalized) is 0.422. (4) The peptide sequence is MANSRAFALVLLFCA. The MHC is DRB1_0901 with pseudo-sequence DRB1_0901. The binding affinity (normalized) is 0.0292. (5) The peptide sequence is YDKFLANVSTVFTGK. The MHC is DRB1_1101 with pseudo-sequence DRB1_1101. The binding affinity (normalized) is 0.617.